This data is from Full USPTO retrosynthesis dataset with 1.9M reactions from patents (1976-2016). The task is: Predict the reactants needed to synthesize the given product. (1) Given the product [Cl:22][C:18]1[CH:17]=[C:16]([C:15]2[S:14][C:13]([CH3:23])=[N:12][C:11]=2[C:9]([N:8]2[CH2:7][C@H:6]3[C@H:4]([CH2:5]3)[C@H:3]2[CH2:2][NH:1][C:33]([C:30]2[S:31][CH:32]=[C:25]3[C:26]=2[O:27][CH2:28][CH2:29][O:24]3)=[O:34])=[O:10])[CH:21]=[CH:20][CH:19]=1, predict the reactants needed to synthesize it. The reactants are: [NH2:1][CH2:2][C@H:3]1[N:8]([C:9]([C:11]2[N:12]=[C:13]([CH3:23])[S:14][C:15]=2[C:16]2[CH:21]=[CH:20][CH:19]=[C:18]([Cl:22])[CH:17]=2)=[O:10])[CH2:7][C@H:6]2[C@@H:4]1[CH2:5]2.[O:24]1[CH2:29][CH2:28][O:27][C:26]2=[C:30]([C:33](O)=[O:34])[S:31][CH:32]=[C:25]12. (2) The reactants are: CC1C=CC(S(O[CH2:12][CH:13]2[CH2:17][C:16]3[CH:18]=[C:19]([Cl:31])[CH:20]=[C:21]([C:22]4[CH:27]=[C:26]([Cl:28])[CH:25]=[CH:24][C:23]=4[O:29][CH3:30])[C:15]=3[O:14]2)(=O)=O)=CC=1.[CH3:32][NH2:33]. Given the product [Cl:31][C:19]1[CH:20]=[C:21]([C:22]2[CH:27]=[C:26]([Cl:28])[CH:25]=[CH:24][C:23]=2[O:29][CH3:30])[C:15]2[O:14][CH:13]([CH2:12][NH:33][CH3:32])[CH2:17][C:16]=2[CH:18]=1, predict the reactants needed to synthesize it. (3) Given the product [C:1]([N:4]1[C:13]2[C:8](=[CH:9][C:10]([C:14]#[CH:15])=[CH:11][CH:12]=2)[C@H:7]([NH:26][C:27]2[CH:32]=[CH:31][C:30]([CH3:33])=[CH:29][N:28]=2)[CH2:6][C@@H:5]1[CH3:34])(=[O:3])[CH3:2], predict the reactants needed to synthesize it. The reactants are: [C:1]([N:4]1[C:13]2[C:8](=[CH:9][C:10]([C:14]#[C:15][Si](C(C)C)(C(C)C)C(C)C)=[CH:11][CH:12]=2)[C@H:7]([NH:26][C:27]2[CH:32]=[CH:31][C:30]([CH3:33])=[CH:29][N:28]=2)[CH2:6][C@@H:5]1[CH3:34])(=[O:3])[CH3:2].CCCC[N+](CCCC)(CCCC)CCCC.[F-]. (4) Given the product [Cl:35][C:34]1[C:33]([O:36][CH:37]2[CH2:42][CH2:41][N:40]([CH:43]3[CH2:44][O:45][CH2:46]3)[CH2:39][CH2:38]2)=[CH:32][C:29]([C:30]#[N:31])=[CH:28][C:27]=1[NH:26][C:2]1[N:7]=[C:6]([N:8]([CH:18]2[CH2:19][CH2:20]2)[CH2:9][C:10]2[CH:11]=[CH:12][C:13]([O:16][CH3:17])=[CH:14][CH:15]=2)[C:5]2=[N:21][CH:22]=[C:23]([C:24]#[N:25])[N:4]2[N:3]=1, predict the reactants needed to synthesize it. The reactants are: Cl[C:2]1[N:7]=[C:6]([N:8]([CH:18]2[CH2:20][CH2:19]2)[CH2:9][C:10]2[CH:15]=[CH:14][C:13]([O:16][CH3:17])=[CH:12][CH:11]=2)[C:5]2=[N:21][CH:22]=[C:23]([C:24]#[N:25])[N:4]2[N:3]=1.[NH2:26][C:27]1[CH:28]=[C:29]([CH:32]=[C:33]([O:36][CH:37]2[CH2:42][CH2:41][N:40]([CH:43]3[CH2:46][O:45][CH2:44]3)[CH2:39][CH2:38]2)[C:34]=1[Cl:35])[C:30]#[N:31].CC1(C)C2C(=C(P(C3C=CC=CC=3)C3C=CC=CC=3)C=CC=2)OC2C(P(C3C=CC=CC=3)C3C=CC=CC=3)=CC=CC1=2.C(=O)([O-])[O-].[Cs+].[Cs+]. (5) Given the product [C:3]([NH2:4])(=[O:22])[CH:2]=[CH:1][C:15]1[CH:20]=[CH:19][CH:18]=[CH:17][CH:16]=1, predict the reactants needed to synthesize it. The reactants are: [CH3:1][CH:2]1[NH:4][CH2:3]1.C(N(CC)CC)C.C(Cl)/C=C/[C:15]1[CH:20]=[CH:19][CH:18]=[CH:17][CH:16]=1.[OH2:22]. (6) Given the product [OH:1][C:2]1[C:11]2[C:6](=[N:7][CH:8]=[C:9]([I:12])[CH:10]=2)[N:5]([CH3:13])[C:4](=[O:14])[C:3]=1[C:15](=[O:22])[CH2:16][CH2:17][C:18]([OH:20])=[O:19], predict the reactants needed to synthesize it. The reactants are: [OH:1][C:2]1[C:11]2[C:6](=[N:7][CH:8]=[C:9]([I:12])[CH:10]=2)[N:5]([CH3:13])[C:4](=[O:14])[C:3]=1[C:15](=[O:22])[CH2:16][CH2:17][C:18]([O:20]C)=[O:19].C(OC1C2C(=NC=C(I)C=2)N(C)C(=O)C=1)(=O)CCC(OC)=O.C([O-])(=O)C.[Na+]. (7) Given the product [Cl:1][C:2]1[N:7]=[C:6]([C:8]2[S:12][C:11]([CH:13]([CH3:15])[CH3:14])=[N:10][C:9]=2[C:16]2[CH:17]=[C:18]([NH:19][S:29]([N:23]3[CH2:28][CH2:27][O:26][CH2:25][CH2:24]3)(=[O:31])=[O:30])[CH:20]=[CH:21][CH:22]=2)[CH:5]=[CH:4][N:3]=1, predict the reactants needed to synthesize it. The reactants are: [Cl:1][C:2]1[N:7]=[C:6]([C:8]2[S:12][C:11]([CH:13]([CH3:15])[CH3:14])=[N:10][C:9]=2[C:16]2[CH:17]=[C:18]([CH:20]=[CH:21][CH:22]=2)[NH2:19])[CH:5]=[CH:4][N:3]=1.[N:23]1([S:29](Cl)(=[O:31])=[O:30])[CH2:28][CH2:27][O:26][CH2:25][CH2:24]1. (8) Given the product [Cl:19][C:20]1[N:21]=[N:22][C:23]([N:26]2[C:9]([C:6]3[CH:7]=[CH:8][C:3]([N:2]([CH3:18])[CH3:1])=[CH:4][CH:5]=3)=[CH:10][C:11]([C:12]([O:14][CH3:15])=[O:13])=[N:27]2)=[CH:24][CH:25]=1, predict the reactants needed to synthesize it. The reactants are: [CH3:1][N:2]([CH3:18])[C:3]1[CH:8]=[CH:7][C:6]([C:9](=O)[CH2:10][C:11](=O)[C:12]([O:14][CH3:15])=[O:13])=[CH:5][CH:4]=1.[Cl:19][C:20]1[N:21]=[N:22][C:23]([NH:26][NH2:27])=[CH:24][CH:25]=1. (9) Given the product [I:1][CH2:4][CH2:5][CH2:6][C:7]([O:9][C:10]([CH3:13])([CH3:12])[CH3:11])=[O:8], predict the reactants needed to synthesize it. The reactants are: [I-:1].[Na+].Cl[CH2:4][CH2:5][CH2:6][C:7]([O:9][C:10]([CH3:13])([CH3:12])[CH3:11])=[O:8].O.